From a dataset of Reaction yield outcomes from USPTO patents with 853,638 reactions. Predict the reaction yield, written as a fraction of the theoretical maximum amount of product (1.0 means a 100% yield; for example, 0.34 means a 34% yield). (1) The reactants are [C:1](Cl)(=[O:5])C(Cl)=O.[Cl:7][C:8]1[CH:16]=[CH:15][C:14]([C:17]2[CH:22]=[CH:21][CH:20]=[CH:19][N:18]=2)=[CH:13][C:9]=1[C:10]([NH2:12])=[O:11].[NH2:23][C:24]1[S:25][C:26]2[CH:32]=[C:31]([S:33]([CH3:36])(=[O:35])=[O:34])[CH:30]=[CH:29][C:27]=2[N:28]=1. The catalyst is C1COCC1. The product is [Cl:7][C:8]1[CH:16]=[CH:15][C:14]([C:17]2[CH:22]=[CH:21][CH:20]=[CH:19][N:18]=2)=[CH:13][C:9]=1[C:10]([NH:12][C:1](=[O:5])[NH:23][C:24]1[S:25][C:26]2[CH:32]=[C:31]([S:33]([CH3:36])(=[O:35])=[O:34])[CH:30]=[CH:29][C:27]=2[N:28]=1)=[O:11]. The yield is 0.100. (2) The reactants are [F:1][C:2]1[CH:7]=[CH:6][C:5]([O:8][CH2:9][C:10]([O:12]C)=[O:11])=[C:4]([O:14][CH2:15][C:16]([O:18]C)=[O:17])[CH:3]=1.[H][H]. The catalyst is O. The product is [F:1][C:2]1[CH:7]=[CH:6][C:5]([O:8][CH2:9][C:10]([OH:12])=[O:11])=[C:4]([O:14][CH2:15][C:16]([OH:18])=[O:17])[CH:3]=1. The yield is 0.960. (3) The reactants are Cl[C:2]1[N:10]=[C:9](Cl)[CH:8]=[CH:7][C:3]=1[C:4]([NH2:6])=[O:5].[O:12]([C:19]1[CH:24]=[CH:23][C:22]([OH:25])=[CH:21][CH:20]=1)[C:13]1[CH:18]=[CH:17][CH:16]=[CH:15][CH:14]=1.[CH3:26][N:27]([C@H:35]1[CH2:39][CH2:38][NH:37][CH2:36]1)[C:28](=[O:34])OC(C)(C)C.[C:40](O)(=O)[CH:41]=C. No catalyst specified. The product is [C:28]([N:27]([CH3:26])[C@H:35]1[CH2:39][CH2:38][N:37]([C:9]2[CH:8]=[CH:7][C:3]([C:4]([NH2:6])=[O:5])=[C:2]([O:25][C:22]3[CH:21]=[CH:20][C:19]([O:12][C:13]4[CH:18]=[CH:17][CH:16]=[CH:15][CH:14]=4)=[CH:24][CH:23]=3)[N:10]=2)[CH2:36]1)(=[O:34])[CH:40]=[CH2:41]. The yield is 0.340. (4) The catalyst is C(Cl)Cl. The product is [C:13]([NH:12][C:4]1[S:5][C:6]([C:7]2[CH:11]=[N:10][N:9]([S:48]([C:51]3[CH:52]=[C:53]([CH:57]=[CH:58][CH:59]=3)[C:54]([OH:56])=[O:55])(=[O:50])=[O:49])[CH:8]=2)=[C:2]([CH3:1])[N:3]=1)(=[O:15])[CH3:14]. The reactants are [CH3:1][C:2]1[N:3]=[C:4]([NH:12][C:13](=[O:15])[CH3:14])[S:5][C:6]=1[C:7]1[CH:8]=[N:9][NH:10][CH:11]=1.C(N1C=C(C2SC(NC(=O)C)=NC=2C)C=N1)C1C=CC=CC=1.C(N(CC)C(C)C)(C)C.Cl[S:48]([C:51]1[CH:52]=[C:53]([CH:57]=[CH:58][CH:59]=1)[C:54]([OH:56])=[O:55])(=[O:50])=[O:49].Cl.CO. The yield is 0.0600.